Dataset: Forward reaction prediction with 1.9M reactions from USPTO patents (1976-2016). Task: Predict the product of the given reaction. (1) Given the reactants [C:1]([O:5][C:6](=[O:24])[NH:7][CH2:8][C:9]1[CH:10]=[C:11]([C:15]2[CH:20]=[CH:19][CH:18]=[C:17]([CH2:21][NH2:22])[C:16]=2[CH3:23])[CH:12]=[CH:13][CH:14]=1)([CH3:4])([CH3:3])[CH3:2].C(N(C(C)C)CC)(C)C.Cl[C:35]1[N:40]=[C:39]([S:41][C:42]#[N:43])[C:38]([N+:44]([O-:46])=[O:45])=[CH:37][N:36]=1, predict the reaction product. The product is: [C:1]([O:5][C:6](=[O:24])[NH:7][CH2:8][C:9]1[CH:10]=[C:11]([C:15]2[CH:20]=[CH:19][CH:18]=[C:17]([CH2:21][NH:22][C:35]3[N:40]=[C:39]([S:41][C:42]#[N:43])[C:38]([N+:44]([O-:46])=[O:45])=[CH:37][N:36]=3)[C:16]=2[CH3:23])[CH:12]=[CH:13][CH:14]=1)([CH3:4])([CH3:3])[CH3:2]. (2) Given the reactants CC[O-].[Na+].[C:5]1([SH:11])[CH:10]=[CH:9][CH:8]=[CH:7][CH:6]=1.Br[CH:13]([CH:20]([CH3:22])[CH3:21])[C:14](=[O:19])[C:15]([CH3:18])([CH3:17])[CH3:16].O, predict the reaction product. The product is: [CH3:16][C:15]([CH3:18])([C:14](=[O:19])[CH:13]([S:11][C:5]1[CH:10]=[CH:9][CH:8]=[CH:7][CH:6]=1)[CH:20]([CH3:22])[CH3:21])[CH3:17].